Dataset: Reaction yield outcomes from USPTO patents with 853,638 reactions. Task: Predict the reaction yield, written as a fraction of the theoretical maximum amount of product (1.0 means a 100% yield; for example, 0.34 means a 34% yield). (1) The reactants are [CH2:1]([O:3][C:4]([C:6]1([NH:15][C:16](=[O:25])[C:17]2[CH:22]=[CH:21][CH:20]=[C:19]([Cl:23])[C:18]=2[OH:24])[CH2:14][C:13]2[C:8](=[CH:9][CH:10]=[CH:11][CH:12]=2)[CH2:7]1)=[O:5])[CH3:2].C([O-])([O-])=O.[Cs+].[Cs+].Br[CH2:33][CH:34]=[CH2:35]. The catalyst is CN(C=O)C. The product is [CH2:1]([O:3][C:4]([C:6]1([NH:15][C:16](=[O:25])[C:17]2[CH:22]=[CH:21][CH:20]=[C:19]([Cl:23])[C:18]=2[O:24][CH:34]([CH3:35])[CH3:33])[CH2:7][C:8]2[C:13](=[CH:12][CH:11]=[CH:10][CH:9]=2)[CH2:14]1)=[O:5])[CH3:2]. The yield is 0.810. (2) The reactants are Cl.[NH2:2][C@@H:3]1[C:12]([CH3:14])([CH3:13])[C:11]2[CH:10]=[C:9]([C:15]([NH2:17])=[O:16])[CH:8]=[CH:7][C:6]=2[CH2:5][C@H:4]1[O:18][CH3:19].[C:20]([O:24][C:25](=[O:31])[NH:26][CH2:27][CH2:28][CH:29]=O)([CH3:23])([CH3:22])[CH3:21].C(N(CC)C(C)C)(C)C.C(O[BH-](OC(=O)C)OC(=O)C)(=O)C.[Na+].C(=O)(O)[O-].[Na+]. The catalyst is ClCCl. The product is [C:20]([O:24][C:25](=[O:31])[NH:26][CH2:27][CH2:28][CH2:29][NH:2][C@H:3]1[C@H:4]([O:18][CH3:19])[CH2:5][C:6]2[C:11](=[CH:10][C:9]([C:15](=[O:16])[NH2:17])=[CH:8][CH:7]=2)[C:12]1([CH3:14])[CH3:13])([CH3:23])([CH3:22])[CH3:21]. The yield is 1.00. (3) The reactants are [C:1](Cl)(Cl)=[O:2].[C:5]([C:9]1[CH:10]=[C:11]([NH2:30])[N:12]([C:14]2[CH:19]=[CH:18][CH:17]=[C:16]([O:20][CH2:21][CH2:22][O:23][CH:24]3[CH2:29][CH2:28][CH2:27][CH2:26][O:25]3)[CH:15]=2)[N:13]=1)([CH3:8])([CH3:7])[CH3:6].C([O-])(O)=O.[Na+].[CH3:36][O:37][C:38](=[O:65])[C:39]1[CH:44]=[CH:43][C:42]([CH3:45])=[C:41]([N:46]2[C:51]([CH3:52])=[CH:50][C:49]([O:53][CH2:54][C:55]3[CH:60]=[CH:59][CH:58]=[CH:57][C:56]=3[CH2:61][NH2:62])=[C:48]([Cl:63])[C:47]2=[O:64])[CH:40]=1. The catalyst is C1COCC1.ClCCl. The product is [CH3:36][O:37][C:38](=[O:65])[C:39]1[CH:44]=[CH:43][C:42]([CH3:45])=[C:41]([N:46]2[C:51]([CH3:52])=[CH:50][C:49]([O:53][CH2:54][C:55]3[CH:60]=[CH:59][CH:58]=[CH:57][C:56]=3[CH2:61][NH:62][C:1]([NH:30][C:11]3[N:12]([C:14]4[CH:19]=[CH:18][CH:17]=[C:16]([O:20][CH2:21][CH2:22][O:23][CH:24]5[CH2:29][CH2:28][CH2:27][CH2:26][O:25]5)[CH:15]=4)[N:13]=[C:9]([C:5]([CH3:8])([CH3:6])[CH3:7])[CH:10]=3)=[O:2])=[C:48]([Cl:63])[C:47]2=[O:64])[CH:40]=1. The yield is 0.832. (4) The reactants are Cl[C:2]1[N:7]=[CH:6][C:5]([C:8]2[CH:13]=[CH:12][N:11]=[C:10]([NH:14][C:15]3[CH:16]=[C:17]([NH:22][C:23](=[O:34])[C:24]4[CH:29]=[CH:28][CH:27]=[C:26]([C:30]([F:33])([F:32])[F:31])[CH:25]=4)[CH:18]=[CH:19][C:20]=3[CH3:21])[N:9]=2)=[CH:4][CH:3]=1.[NH:35]1[CH2:40][CH2:39][S:38][CH2:37][CH2:36]1. The catalyst is O. The product is [CH3:21][C:20]1[CH:19]=[CH:18][C:17]([NH:22][C:23](=[O:34])[C:24]2[CH:29]=[CH:28][CH:27]=[C:26]([C:30]([F:32])([F:31])[F:33])[CH:25]=2)=[CH:16][C:15]=1[NH:14][C:10]1[N:9]=[C:8]([C:5]2[CH:6]=[N:7][C:2]([N:35]3[CH2:40][CH2:39][S:38][CH2:37][CH2:36]3)=[CH:3][CH:4]=2)[CH:13]=[CH:12][N:11]=1. The yield is 0.879. (5) The yield is 0.340. The reactants are Br[C:2]1[CH:3]=[CH:4][C:5]2[N:6]([CH2:16][C:17]([CH3:27])([OH:26])[CH2:18][O:19][C:20]3[CH:25]=[CH:24][CH:23]=[CH:22][CH:21]=3)[C:7]3[C:12]([C:13]=2[CH:14]=1)=[CH:11][C:10](Br)=[CH:9][CH:8]=3.[C-:28]#[N:29].[Na+].[I-].[K+].[CH3:33][N:34](C)CCN. The product is [OH:26][C:17]([CH3:27])([CH2:18][O:19][C:20]1[CH:25]=[CH:24][CH:23]=[CH:22][CH:21]=1)[CH2:16][N:6]1[C:7]2[CH:8]=[CH:9][C:10]([C:33]#[N:34])=[CH:11][C:12]=2[C:13]2[C:5]1=[CH:4][CH:3]=[C:2]([C:28]#[N:29])[CH:14]=2. The catalyst is [Cu](I)I.C1(C)C=CC=CC=1. (6) The reactants are [N:1]1[C:8]([Cl:9])=[N:7][C:5](Cl)=[N:4][C:2]=1[Cl:3].[NH2:10][C@@H:11]1[C:19]2[C:14](=[CH:15][CH:16]=[CH:17][CH:18]=2)[CH2:13][CH2:12]1.CCN(C(C)C)C(C)C.O. The catalyst is C1COCC1. The product is [Cl:9][C:8]1[N:1]=[C:2]([Cl:3])[N:4]=[C:5]([NH:10][C@@H:11]2[C:19]3[C:14](=[CH:15][CH:16]=[CH:17][CH:18]=3)[CH2:13][CH2:12]2)[N:7]=1. The yield is 0.870. (7) The reactants are [C:1]([O:7][C:8]([CH3:11])([CH3:10])[CH3:9])(=[O:6])[CH2:2][C:3]([CH3:5])=O.[Cl:12][C:13]1[CH:20]=[CH:19][C:16]([CH:17]=O)=[CH:15][CH:14]=1.[NH4+:21].[OH-:22]. The catalyst is CCO.C(Cl)Cl. The product is [Cl:12][C:13]1[CH:20]=[CH:19][C:16]([CH:17]2[C:2]([C:1]([O:7][C:8]([CH3:11])([CH3:10])[CH3:9])=[O:6])=[C:3]([CH3:5])[NH:21][C:3]([CH3:5])=[C:2]2[C:1]([O:7][C:8]([CH3:11])([CH3:10])[CH3:9])=[O:22])=[CH:15][CH:14]=1. The yield is 0.460. (8) The reactants are [CH3:1][C:2]([N:7]1[CH2:12][CH2:11][N:10]([CH2:13][C:14]2[S:22][C:21]3[C:20]([N:23]4[CH2:28][CH2:27][O:26][CH2:25][CH2:24]4)=[N:19][C:18]([Sn](CCCC)(CCCC)CCCC)=[N:17][C:16]=3[CH:15]=2)[CH2:9][CH2:8]1)([CH3:6])[C:3]([NH2:5])=[O:4].Br[C:43]1[C:52]2[C:47](=[CH:48][CH:49]=[CH:50][CH:51]=2)[N:46]=[CH:45][CH:44]=1. The catalyst is O1CCOCC1.S1C=CC=C1C([O-])=O.[Cu+].C1C=CC([P]([Pd]([P](C2C=CC=CC=2)(C2C=CC=CC=2)C2C=CC=CC=2)([P](C2C=CC=CC=2)(C2C=CC=CC=2)C2C=CC=CC=2)[P](C2C=CC=CC=2)(C2C=CC=CC=2)C2C=CC=CC=2)(C2C=CC=CC=2)C2C=CC=CC=2)=CC=1. The product is [CH3:1][C:2]([N:7]1[CH2:8][CH2:9][N:10]([CH2:13][C:14]2[S:22][C:21]3[C:20]([N:23]4[CH2:24][CH2:25][O:26][CH2:27][CH2:28]4)=[N:19][C:18]([C:43]4[C:52]5[C:47](=[CH:48][CH:49]=[CH:50][CH:51]=5)[N:46]=[CH:45][CH:44]=4)=[N:17][C:16]=3[CH:15]=2)[CH2:11][CH2:12]1)([CH3:6])[C:3]([NH2:5])=[O:4]. The yield is 0.290.